The task is: Binary Classification. Given a drug SMILES string, predict its activity (active/inactive) in a high-throughput screening assay against a specified biological target.. This data is from Serine/threonine kinase 33 screen with 319,792 compounds. (1) The molecule is S(=O)(=O)(CCC(=O)Nc1c(ccc(c1)C(OC)=O)C(OC)=O)Cc1ccccc1. The result is 0 (inactive). (2) The drug is Brc1ccc(C(=O)/C=C\NCC(=O)c2ccccc2)cc1. The result is 0 (inactive). (3) The compound is s1c(C(=O)NC(Cc2c3c([nH]c2)cccc3)C(OCC(=O)c2c3c(ccc2)cccc3)=O)ccc1. The result is 0 (inactive). (4) The compound is O=C1N(C(=O)c2c1cc(NC(=O)c1c(cc(cc1)C)C)cc2)C. The result is 0 (inactive). (5) The molecule is S(=O)(=O)(NC(=O)C1=C(N2CCCC2)COC1=O)N(C)C. The result is 0 (inactive). (6) The drug is s1c(C(=O)Nc2cc(NC(=O)c3c(OC)c(OC)ccc3)c(cc2)C)ccc1. The result is 0 (inactive). (7) The drug is O=C1NN=C(C1CC(=O)N\N=C\C=C/c1c(OC)cccc1)C. The result is 0 (inactive). (8) The drug is s1c2ncn(CC(=O)NCCCC(=O)Nc3c(OCC)cccc3)c(=O)c2c(c1C)C. The result is 0 (inactive). (9) The compound is O(c1cc(NC(=O)Nc2ccc(CC(O)=O)cc2)ccc1)C. The result is 0 (inactive).